This data is from Full USPTO retrosynthesis dataset with 1.9M reactions from patents (1976-2016). The task is: Predict the reactants needed to synthesize the given product. (1) Given the product [OH:12][CH2:11][C:15]1[CH:16]=[CH:17][C:18]2[CH2:25][CH:24]3[C:26]4([CH2:30][N:29]([CH2:31][C:32]([F:35])([F:33])[F:34])[S:28](=[O:37])(=[O:36])[NH:27]4)[CH:21]([CH2:22][CH2:23]3)[CH2:20][C:19]=2[CH:38]=1, predict the reactants needed to synthesize it. The reactants are: [H-].C([Al+]CC(C)C)C(C)C.[C:11]([C:15]1[CH:16]=[CH:17][C:18]2[CH2:25][CH:24]3[C:26]4([CH2:30][N:29]([CH2:31][C:32]([F:35])([F:34])[F:33])[S:28](=[O:37])(=[O:36])[NH:27]4)[CH:21]([CH2:22][CH2:23]3)[CH2:20][C:19]=2[CH:38]=1)(OC)=[O:12]. (2) Given the product [C:1]([N:11]([CH2:19][CH2:20][C:21]([CH3:25])([CH3:24])[CH2:22][O:23][S:39]([CH2:38][CH2:37][CH2:36][S:33]([O:26][C:27]1[CH:32]=[CH:31][CH:30]=[CH:29][CH:28]=1)(=[O:35])=[O:34])(=[O:40])=[O:41])[C:12](=[O:18])[C@H:13]([CH:15]([CH3:17])[CH3:16])[NH2:14])([O:3][CH2:4][C:5]1[CH:10]=[CH:9][CH:8]=[CH:7][CH:6]=1)=[O:2], predict the reactants needed to synthesize it. The reactants are: [C:1]([N:11]([CH2:19][CH2:20][C:21]([CH3:25])([CH3:24])[CH2:22][OH:23])[C:12](=[O:18])[C@H:13]([CH:15]([CH3:17])[CH3:16])[NH2:14])([O:3][CH2:4][C:5]1[CH:10]=[CH:9][CH:8]=[CH:7][CH:6]=1)=[O:2].[O:26]([S:33]([CH2:36][CH2:37][CH2:38][S:39](Cl)(=[O:41])=[O:40])(=[O:35])=[O:34])[C:27]1[CH:32]=[CH:31][CH:30]=[CH:29][CH:28]=1.N1C=CC=CC=1. (3) Given the product [CH3:18][C:15]1[CH:16]=[CH:17][C:12]([C:11]([NH:10][C:6]2[CH:5]=[C:4]3[C:9](=[CH:8][CH:7]=2)[N:1]([C:35](=[O:36])[CH2:34][C:29]2[CH:30]=[CH:31][CH:32]=[CH:33][N:28]=2)[CH2:2][CH2:3]3)=[O:25])=[C:13]([N:19]2[CH2:20][CH2:21][CH2:22][CH2:23][CH2:24]2)[N:14]=1, predict the reactants needed to synthesize it. The reactants are: [NH:1]1[C:9]2[C:4](=[CH:5][C:6]([NH:10][C:11](=[O:25])[C:12]3[CH:17]=[CH:16][C:15]([CH3:18])=[N:14][C:13]=3[N:19]3[CH2:24][CH2:23][CH2:22][CH2:21][CH2:20]3)=[CH:7][CH:8]=2)[CH2:3][CH2:2]1.Cl.Cl.[N:28]1[CH:33]=[CH:32][CH:31]=[CH:30][C:29]=1[CH2:34][C:35](O)=[O:36].O.ON1C2C=CC=CC=2N=N1.CN(C)CCCN=C=NCC. (4) Given the product [C:16]([O:19][C:20](=[O:22])[NH:30][C:8]1([C:5]2[CH:4]=[CH:3][C:2]([Br:1])=[CH:7][CH:6]=2)[CH2:9][CH2:10][CH2:11]1)([CH3:18])([CH3:17])[CH3:15], predict the reactants needed to synthesize it. The reactants are: [Br:1][C:2]1[CH:7]=[CH:6][C:5]([C:8]2(C(O)=O)[CH2:11][CH2:10][CH2:9]2)=[CH:4][CH:3]=1.[CH3:15][C:16]([O:19][C:20]([O:22]C(OC(C)(C)C)=O)=O)([CH3:18])[CH3:17].[N-:30]=[N+]=[N-].[Na+].C(=O)(O)[O-].[Na+]. (5) The reactants are: CCC([O:5][C@@H:6]1[C@@H:10]([CH2:11][O:12]C(=O)C)[O:9][C@@H:8]([N:16]2[CH:30]=[C:20]3[NH:21][C:22](=[O:29])[C:23]4[C:24](=[O:28])[NH:25][N:26]=[CH:27][C:18]([C:19]=43)=[N:17]2)[C@@H:7]1[O:31]C(=O)C)=O.N.[CH3:36]O. Given the product [CH3:36][C@@:7]1([OH:31])[C@H:6]([OH:5])[C@@H:10]([CH2:11][OH:12])[O:9][C@H:8]1[N:16]1[CH:30]=[C:20]2[NH:21][C:22](=[O:29])[C:23]3[C:24](=[O:28])[NH:25][N:26]=[CH:27][C:18]([C:19]=32)=[N:17]1, predict the reactants needed to synthesize it. (6) The reactants are: Cl[C:2]1[C:11]2[C:6](=[CH:7][CH:8]=[C:9]([CH3:12])[CH:10]=2)[N:5]=[C:4]([N:13]2[CH2:19][C:18]3[CH:20]=[CH:21][CH:22]=[CH:23][C:17]=3[S:16](=[O:25])(=[O:24])[CH2:15][CH2:14]2)[CH:3]=1.[CH3:26][C:27]1([OH:32])[CH2:31][CH2:30][NH:29][CH2:28]1. Given the product [O:24]=[S:16]1(=[O:25])[C:17]2[CH:23]=[CH:22][CH:21]=[CH:20][C:18]=2[CH2:19][N:13]([C:4]2[CH:3]=[C:2]([N:29]3[CH2:30][CH2:31][C:27]([CH3:26])([OH:32])[CH2:28]3)[C:11]3[C:6](=[CH:7][CH:8]=[C:9]([CH3:12])[CH:10]=3)[N:5]=2)[CH2:14][CH2:15]1, predict the reactants needed to synthesize it. (7) Given the product [NH2:1][C:2]1[C:10]([CH3:11])=[CH:9][CH:8]=[CH:7][C:3]=1[C:4]([O:6][CH3:12])=[O:5], predict the reactants needed to synthesize it. The reactants are: [NH2:1][C:2]1[C:10]([CH3:11])=[CH:9][CH:8]=[CH:7][C:3]=1[C:4]([OH:6])=[O:5].[C:12](=O)([O-])[O-].[Cs+].[Cs+].CI. (8) Given the product [F:1][C:2]1[CH:3]=[C:4]([NH:9][C:10](=[O:11])[C:12]2[CH:13]=[C:14]([S:19](=[O:21])(=[O:20])[NH:29][C@@H:25]([CH:26]([CH3:28])[CH3:27])[C:24]([F:31])([F:30])[F:23])[CH:15]=[CH:16][C:17]=2[F:18])[CH:5]=[CH:6][C:7]=1[F:8], predict the reactants needed to synthesize it. The reactants are: [F:1][C:2]1[CH:3]=[C:4]([NH:9][C:10]([C:12]2[CH:13]=[C:14]([S:19](Cl)(=[O:21])=[O:20])[CH:15]=[CH:16][C:17]=2[F:18])=[O:11])[CH:5]=[CH:6][C:7]=1[F:8].[F:23][C:24]([F:31])([F:30])[C@@H:25]([NH2:29])[CH:26]([CH3:28])[CH3:27].